Dataset: Full USPTO retrosynthesis dataset with 1.9M reactions from patents (1976-2016). Task: Predict the reactants needed to synthesize the given product. Given the product [CH3:31][C:28]([C@H:27]([N:8]1[C:9]2[C:14](=[CH:13][C:12]([CH2:17][C:18]3[CH:23]=[CH:22][CH:21]=[C:20]([Cl:24])[C:19]=3[F:25])=[C:11]([N:41]3[CH2:46][CH2:45][O:44][CH2:43][CH2:42]3)[N:10]=2)[C:15](=[O:16])[C:6]([C:4]([OH:5])=[O:3])=[CH:7]1)[CH2:32][OH:33])([CH3:29])[CH3:30], predict the reactants needed to synthesize it. The reactants are: C([O:3][C:4]([C:6]1[C:15](=[O:16])[C:14]2[C:9](=[N:10][C:11](F)=[C:12]([CH2:17][C:18]3[CH:23]=[CH:22][CH:21]=[C:20]([Cl:24])[C:19]=3[F:25])[CH:13]=2)[N:8]([C@H:27]([C:32](C)(C)[O:33][SiH2]C(C)(C)C)[C:28]([CH3:31])([CH3:30])[CH3:29])[CH:7]=1)=[O:5])C.[NH:41]1[CH2:46][CH2:45][O:44][CH2:43][CH2:42]1.[OH-].[Na+].